From a dataset of Peptide-MHC class I binding affinity with 185,985 pairs from IEDB/IMGT. Regression. Given a peptide amino acid sequence and an MHC pseudo amino acid sequence, predict their binding affinity value. This is MHC class I binding data. (1) The peptide sequence is YPIYGLQFH. The MHC is HLA-A26:01 with pseudo-sequence HLA-A26:01. The binding affinity (normalized) is 0.0847. (2) The peptide sequence is AMMWRIAQL. The MHC is HLA-A01:01 with pseudo-sequence HLA-A01:01. The binding affinity (normalized) is 0.0847. (3) The peptide sequence is VYQRGTHPF. The MHC is HLA-B08:02 with pseudo-sequence HLA-B08:02. The binding affinity (normalized) is 0.204. (4) The peptide sequence is KTKPPLPSVKK. The MHC is HLA-B40:02 with pseudo-sequence HLA-B40:02. The binding affinity (normalized) is 0.0115.